This data is from NCI-60 drug combinations with 297,098 pairs across 59 cell lines. The task is: Regression. Given two drug SMILES strings and cell line genomic features, predict the synergy score measuring deviation from expected non-interaction effect. (1) Drug 1: COC1=CC(=CC(=C1O)OC)C2C3C(COC3=O)C(C4=CC5=C(C=C24)OCO5)OC6C(C(C7C(O6)COC(O7)C8=CC=CS8)O)O. Drug 2: CC1C(C(=O)NC(C(=O)N2CCCC2C(=O)N(CC(=O)N(C(C(=O)O1)C(C)C)C)C)C(C)C)NC(=O)C3=C4C(=C(C=C3)C)OC5=C(C(=O)C(=C(C5=N4)C(=O)NC6C(OC(=O)C(N(C(=O)CN(C(=O)C7CCCN7C(=O)C(NC6=O)C(C)C)C)C)C(C)C)C)N)C. Cell line: U251. Synergy scores: CSS=44.7, Synergy_ZIP=1.12, Synergy_Bliss=1.91, Synergy_Loewe=1.64, Synergy_HSA=2.25. (2) Drug 1: C1CN1P(=S)(N2CC2)N3CC3. Drug 2: CC=C1C(=O)NC(C(=O)OC2CC(=O)NC(C(=O)NC(CSSCCC=C2)C(=O)N1)C(C)C)C(C)C. Cell line: RPMI-8226. Synergy scores: CSS=45.4, Synergy_ZIP=-2.17, Synergy_Bliss=2.17, Synergy_Loewe=-29.1, Synergy_HSA=2.54. (3) Drug 1: CCN(CC)CCNC(=O)C1=C(NC(=C1C)C=C2C3=C(C=CC(=C3)F)NC2=O)C. Drug 2: C1C(C(OC1N2C=NC(=NC2=O)N)CO)O. Cell line: SW-620. Synergy scores: CSS=22.3, Synergy_ZIP=-6.67, Synergy_Bliss=-2.24, Synergy_Loewe=5.03, Synergy_HSA=4.83. (4) Cell line: SK-MEL-5. Drug 2: CC(C)(C#N)C1=CC(=CC(=C1)CN2C=NC=N2)C(C)(C)C#N. Synergy scores: CSS=31.0, Synergy_ZIP=1.25, Synergy_Bliss=-0.463, Synergy_Loewe=-4.43, Synergy_HSA=-4.62. Drug 1: CC12CCC3C(C1CCC2=O)CC(=C)C4=CC(=O)C=CC34C. (5) Drug 1: CS(=O)(=O)C1=CC(=C(C=C1)C(=O)NC2=CC(=C(C=C2)Cl)C3=CC=CC=N3)Cl. Drug 2: CCC1(C2=C(COC1=O)C(=O)N3CC4=CC5=C(C=CC(=C5CN(C)C)O)N=C4C3=C2)O.Cl. Cell line: HOP-62. Synergy scores: CSS=24.2, Synergy_ZIP=1.02, Synergy_Bliss=2.94, Synergy_Loewe=-47.1, Synergy_HSA=-1.96. (6) Drug 2: C1=NC2=C(N=C(N=C2N1C3C(C(C(O3)CO)O)F)Cl)N. Drug 1: CC1C(C(CC(O1)OC2CC(CC3=C2C(=C4C(=C3O)C(=O)C5=C(C4=O)C(=CC=C5)OC)O)(C(=O)C)O)N)O.Cl. Synergy scores: CSS=51.3, Synergy_ZIP=-3.28, Synergy_Bliss=0.964, Synergy_Loewe=2.91, Synergy_HSA=5.23. Cell line: HOP-92. (7) Drug 1: CC1=C(C=C(C=C1)C(=O)NC2=CC(=CC(=C2)C(F)(F)F)N3C=C(N=C3)C)NC4=NC=CC(=N4)C5=CN=CC=C5. Drug 2: CC1=C2C(C(=O)C3(C(CC4C(C3C(C(C2(C)C)(CC1OC(=O)C(C(C5=CC=CC=C5)NC(=O)OC(C)(C)C)O)O)OC(=O)C6=CC=CC=C6)(CO4)OC(=O)C)O)C)O. Cell line: 786-0. Synergy scores: CSS=2.26, Synergy_ZIP=0.364, Synergy_Bliss=0.218, Synergy_Loewe=2.77, Synergy_HSA=0.172. (8) Drug 1: C1CCN(CC1)CCOC2=CC=C(C=C2)C(=O)C3=C(SC4=C3C=CC(=C4)O)C5=CC=C(C=C5)O. Drug 2: C(CC(=O)O)C(=O)CN.Cl. Cell line: SR. Synergy scores: CSS=10.4, Synergy_ZIP=-4.66, Synergy_Bliss=-5.90, Synergy_Loewe=-4.40, Synergy_HSA=-5.68. (9) Drug 1: CC12CCC(CC1=CCC3C2CCC4(C3CC=C4C5=CN=CC=C5)C)O. Drug 2: C1=C(C(=O)NC(=O)N1)F. Cell line: OVCAR-5. Synergy scores: CSS=37.2, Synergy_ZIP=-0.0961, Synergy_Bliss=1.40, Synergy_Loewe=1.03, Synergy_HSA=3.37.